Dataset: Forward reaction prediction with 1.9M reactions from USPTO patents (1976-2016). Task: Predict the product of the given reaction. (1) The product is: [Cl:12][C:13]1[CH:20]=[CH:19][C:16]([CH2:17][O:1][C:2]2[CH:9]=[CH:8][C:5]([CH:6]=[O:7])=[CH:4][C:3]=2[O:10][CH3:11])=[CH:15][CH:14]=1. Given the reactants [OH:1][C:2]1[CH:9]=[CH:8][C:5]([CH:6]=[O:7])=[CH:4][C:3]=1[O:10][CH3:11].[Cl:12][C:13]1[CH:20]=[CH:19][C:16]([CH2:17]Br)=[CH:15][CH:14]=1.C(=O)([O-])[O-].[K+].[K+], predict the reaction product. (2) The product is: [CH3:25][O:24][CH:22]=[C:19]([C:20]([O:41][CH3:42])=[O:21])[O:18][C:14]1[CH:15]=[CH:16][CH:17]=[C:5]([O:4][C:3]([C:26]([O:28][CH3:29])=[O:27])=[CH:2][O:1][CH3:30])[C:6]=1[C:7]([O:9][C:10]([CH3:12])([CH3:13])[CH3:11])=[O:8]. Given the reactants [OH:1][CH:2]=[C:3]([C:26]([O:28][CH3:29])=[O:27])[O:4][C:5]1[CH:17]=[CH:16][CH:15]=[C:14]([O:18][C:19]([C:22]([O:24][CH3:25])=O)=[CH:20][OH:21])[C:6]=1[C:7]([O:9][C:10]([CH3:13])([CH3:12])[CH3:11])=[O:8].[C:30](=O)([O-])[O-].[K+].[K+].S([O:41][CH3:42])(OC)(=O)=O, predict the reaction product. (3) The product is: [CH3:30][O:29][CH2:28][CH2:27][O:26][CH2:25][CH2:24][N:7]1[C:8]([C:9]([O:11][CH3:12])=[O:10])=[C:4]([N+:1]([O-:3])=[O:2])[C:5]([C:13]([O:15][CH3:16])=[O:14])=[N:6]1. Given the reactants [N+:1]([C:4]1[C:5]([C:13]([O:15][CH3:16])=[O:14])=[N:6][NH:7][C:8]=1[C:9]([O:11][CH3:12])=[O:10])([O-:3])=[O:2].C(=O)([O-])[O-].[K+].[K+].Br[CH2:24][CH2:25][O:26][CH2:27][CH2:28][O:29][CH3:30], predict the reaction product. (4) Given the reactants Br[CH2:2][C:3](=O)[C:4]([O:6][CH2:7][CH3:8])=[O:5].[CH3:10][N:11]([CH3:19])[C:12]1[CH:13]=[CH:14][C:15]([NH2:18])=[N:16][CH:17]=1.C(O)C, predict the reaction product. The product is: [CH3:10][N:11]([CH3:19])[C:12]1[CH:13]=[CH:14][C:15]2[N:16]([CH:2]=[C:3]([C:4]([O:6][CH2:7][CH3:8])=[O:5])[N:18]=2)[CH:17]=1. (5) Given the reactants [CH:1]1[C:6]2[CH2:7][C@H:8]3[N:13]([CH2:14][CH:15]4[CH2:17][CH2:16]4)[CH2:12][CH2:11][C@:10]45[C@H:18]([C:20]([CH2:22][CH2:23][C@@:9]34[OH:24])=O)[O:19][C:4]([C:5]=25)=[C:3]([OH:25])[CH:2]=1.Cl.O.NN.[OH-].[K+].Cl, predict the reaction product. The product is: [OH:25][C:3]1[CH:2]=[CH:1][C:6]2[CH2:7][C@H:8]3[N:13]([CH2:14][CH:15]4[CH2:16][CH2:17]4)[CH2:12][CH2:11][C@:10]45[C:5]=2[C:4]=1[O:19][C@H:18]4[CH2:20][CH2:22][CH2:23][C@@:9]35[OH:24]. (6) Given the reactants [Cl:1][C:2]1[CH:26]=[CH:25][C:5]([CH2:6][C:7]2[C:8]([C@H:13]3[CH2:17][CH2:16][CH2:15][N:14]3C(OC(C)(C)C)=O)=[N:9][CH:10]=[N:11][CH:12]=2)=[CH:4][CH:3]=1.Cl, predict the reaction product. The product is: [ClH:1].[Cl:1][C:2]1[CH:26]=[CH:25][C:5]([CH2:6][C:7]2[C:8]([C@H:13]3[CH2:17][CH2:16][CH2:15][NH:14]3)=[N:9][CH:10]=[N:11][CH:12]=2)=[CH:4][CH:3]=1. (7) Given the reactants [CH3:1][C:2]1[C:6]([CH:7]([OH:21])[C:8]2[O:9][C:10]3[CH:16]=[CH:15][C:14]([CH2:17][C:18]([OH:20])=O)=[CH:13][C:11]=3[CH:12]=2)=[C:5]([CH3:22])[O:4][N:3]=1.[CH3:23][C:24]1[CH:29]=[C:28]([CH3:30])[CH:27]=[CH:26][C:25]=1[CH:31]([NH2:37])[CH2:32][O:33][CH:34]([CH3:36])[CH3:35], predict the reaction product. The product is: [CH3:1][C:2]1[C:6]([CH:7]([OH:21])[C:8]2[O:9][C:10]3[CH:16]=[CH:15][C:14]([CH2:17][C:18]([NH:37][CH:31]([C:25]4[CH:26]=[CH:27][C:28]([CH3:30])=[CH:29][C:24]=4[CH3:23])[CH2:32][O:33][CH:34]([CH3:36])[CH3:35])=[O:20])=[CH:13][C:11]=3[CH:12]=2)=[C:5]([CH3:22])[O:4][N:3]=1. (8) Given the reactants [NH2:1][C:2]1[CH:11]=[C:10]([Cl:12])[C:9]([C:13]([F:16])([F:15])[F:14])=[CH:8][C:3]=1[C:4]([O:6]C)=[O:5].O[Li].O.Cl, predict the reaction product. The product is: [NH2:1][C:2]1[CH:11]=[C:10]([Cl:12])[C:9]([C:13]([F:16])([F:14])[F:15])=[CH:8][C:3]=1[C:4]([OH:6])=[O:5]. (9) Given the reactants C(C1C=CC=CC=1N[C@@H](CC1C=CC(C2C=CC=C(NC)C=2)=CC=1)C(OCC)=O)(=O)C1C=CC=CC=1.[NH2:37][C@@H:38]([CH2:44][C:45]1[CH:50]=[CH:49][C:48]([C:51]2[CH:56]=[CH:55][CH:54]=[C:53]([CH2:57][NH:58][CH2:59][C:60](=[O:67])[C:61]3[CH:66]=[CH:65][CH:64]=[CH:63][CH:62]=3)[CH:52]=2)=[CH:47][CH:46]=1)[C:39]([O:41][CH2:42][CH3:43])=[O:40].O=[C:69]1[CH2:74][CH2:73][CH2:72][CH2:71][CH:70]1[C:75]([O:77][CH2:78][CH3:79])=[O:76], predict the reaction product. The product is: [C:60]([CH2:59][NH:58][CH2:57][C:53]1[CH:52]=[C:51]([C:48]2[CH:47]=[CH:46][C:45]([CH2:44][C@H:38]([NH:37][C:71]3[CH:72]=[CH:73][CH:74]=[CH:69][C:70]=3[C:75]([O:77][CH2:78][CH3:79])=[O:76])[C:39]([O:41][CH2:42][CH3:43])=[O:40])=[CH:50][CH:49]=2)[CH:56]=[CH:55][CH:54]=1)(=[O:67])[C:61]1[CH:62]=[CH:63][CH:64]=[CH:65][CH:66]=1.